This data is from Forward reaction prediction with 1.9M reactions from USPTO patents (1976-2016). The task is: Predict the product of the given reaction. (1) Given the reactants [C:1](=[O:3])=[O:2].[C:4](=[O:7])([O-:6])[O-:5], predict the reaction product. The product is: [C:1](=[O:3])=[O:2].[C:4](=[O:5])([OH:7])[O-:6].[C:1](=[O:5])([O-:3])[O-:2]. (2) Given the reactants [NH2:1][C:2]1[NH:6][N:5]=[C:4]([CH3:7])[C:3]=1[C:8]1[S:9][C:10]2[CH:16]=[C:15]([S:17](Cl)(=[O:19])=[O:18])[C:14]([F:21])=[CH:13][C:11]=2[N:12]=1.FC1C=CC2SC(C3C(C)=NNC=3N)=NC=2C=1.[N:39]1[CH:44]=[CH:43][C:42]([CH2:45][NH2:46])=[CH:41][CH:40]=1.C(N(CC)CC)C, predict the reaction product. The product is: [N:39]1[CH:44]=[CH:43][C:42]([CH2:45][NH:46][S:17]([C:15]2[C:14]([F:21])=[CH:13][C:11]3[N:12]=[C:8]([C:3]4[C:4]([CH3:7])=[N:5][NH:6][C:2]=4[NH2:1])[S:9][C:10]=3[CH:16]=2)(=[O:19])=[O:18])=[CH:41][CH:40]=1.